This data is from Full USPTO retrosynthesis dataset with 1.9M reactions from patents (1976-2016). The task is: Predict the reactants needed to synthesize the given product. (1) Given the product [F:14][C:15]([F:27])([F:26])[C:16]1[CH:17]=[C:18]([C@H:22]2[CH2:23][O:25]2)[CH:19]=[CH:20][CH:21]=1, predict the reactants needed to synthesize it. The reactants are: CC(OC)(OC)OC.[Si](Cl)(C)(C)C.[F:14][C:15]([F:27])([F:26])[C:16]1[CH:17]=[C:18]([C@H:22]([OH:25])[CH2:23]O)[CH:19]=[CH:20][CH:21]=1. (2) Given the product [Cl:14][CH:4]1[C:5]2[C:6](=[N:7][CH:8]=[CH:9][CH:10]=2)[O:1][CH2:2][CH2:3]1, predict the reactants needed to synthesize it. The reactants are: [O:1]1[C:6]2=[N:7][CH:8]=[CH:9][CH:10]=[C:5]2[CH:4](O)[CH2:3][CH2:2]1.S(Cl)([Cl:14])=O.C([O-])(O)=O.[Na+]. (3) Given the product [CH3:1][C:2]1([CH:7]2[CH2:12][CH2:11][CH:10]([NH2:13])[CH2:9][CH2:8]2)[O:3][CH2:4][CH2:5][O:6]1, predict the reactants needed to synthesize it. The reactants are: [CH3:1][C:2]1([C:7]2[CH:12]=[CH:11][C:10]([N+:13]([O-])=O)=[CH:9][CH:8]=2)[O:6][CH2:5][CH2:4][O:3]1.